This data is from Full USPTO retrosynthesis dataset with 1.9M reactions from patents (1976-2016). The task is: Predict the reactants needed to synthesize the given product. (1) Given the product [C:1]([C:5]1[N:13]=[C:12]2[C:8]([N:9]=[CH:10][N:11]2[CH2:14][C:15]2[C:20]([Cl:21])=[CH:19][CH:18]=[CH:17][N:16]=2)=[C:7]([N:23]2[CH2:27][CH2:26][CH2:25][C@@H:24]2[CH2:28][OH:29])[N:6]=1)([CH3:4])([CH3:3])[CH3:2], predict the reactants needed to synthesize it. The reactants are: [C:1]([C:5]1[N:13]=[C:12]2[C:8]([N:9]=[CH:10][N:11]2[CH2:14][C:15]2[C:20]([Cl:21])=[CH:19][CH:18]=[CH:17][N:16]=2)=[C:7](Cl)[N:6]=1)([CH3:4])([CH3:3])[CH3:2].[NH:23]1[CH2:27][CH2:26][CH2:25][C@@H:24]1[CH2:28][OH:29]. (2) Given the product [CH2:3]([N:2]([CH3:1])[C:15]1[CH:14]=[CH:13][N:12]=[C:11]([Cl:10])[N:16]=1)[C:4]1[CH:9]=[CH:8][CH:7]=[CH:6][CH:5]=1, predict the reactants needed to synthesize it. The reactants are: [CH3:1][NH:2][CH2:3][C:4]1[CH:9]=[CH:8][CH:7]=[CH:6][CH:5]=1.[Cl:10][C:11]1[N:16]=[C:15](Cl)[CH:14]=[CH:13][N:12]=1. (3) Given the product [OH:13][CH2:17][CH2:16][O:1][CH:2]1[CH2:3][N:4]([C:6]([O:8][C:9]([CH3:12])([CH3:11])[CH3:10])=[O:7])[CH2:5]1, predict the reactants needed to synthesize it. The reactants are: [OH:1][CH:2]1[CH2:5][N:4]([C:6]([O:8][C:9]([CH3:12])([CH3:11])[CH3:10])=[O:7])[CH2:3]1.[O:13]1[CH2:17][CH2:16]OC1=O. (4) The reactants are: [H-].[Na+].[CH2:3]1[O:13][C:12]2[C:5](=[C:6]([CH:9]=[CH:10][CH:11]=2)[CH:7]=O)[O:4]1.[OH2:14].[O:15]1[CH2:19][CH2:18][CH2:17][CH2:16]1. Given the product [CH2:3]1[O:13][C:12]2[C:5](=[C:6]([CH:9]=[CH:10][CH:11]=2)[CH:7]=[CH:17][C:16]([O:15][CH2:19][CH3:18])=[O:14])[O:4]1, predict the reactants needed to synthesize it. (5) Given the product [NH2:23][C:2]1[CH:6]=[C:5]([N:7]2[CH2:12][CH2:11][C:10]([CH3:14])([OH:13])[CH2:9][CH2:8]2)[N:4]([CH3:15])[N:3]=1, predict the reactants needed to synthesize it. The reactants are: Br[C:2]1[CH:6]=[C:5]([N:7]2[CH2:12][CH2:11][C:10]([CH3:14])([OH:13])[CH2:9][CH2:8]2)[N:4]([CH3:15])[N:3]=1.C1(C(C2C=CC=CC=2)=[NH:23])C=CC=CC=1.P([O-])([O-])([O-])=O.[K+].[K+].[K+].C(P(C(C)(C)C)C1C=CC=CC=1C1C(C(C)C)=CC(C(C)C)=CC=1C(C)C)(C)(C)C.C(=O)([O-])O.[Na+].